This data is from Reaction yield outcomes from USPTO patents with 853,638 reactions. The task is: Predict the reaction yield, written as a fraction of the theoretical maximum amount of product (1.0 means a 100% yield; for example, 0.34 means a 34% yield). (1) The reactants are Br[C:2]1[CH:3]=[C:4]([NH:10][S:11]([CH3:14])(=[O:13])=[O:12])[CH:5]=[CH:6][C:7]=1[O:8][CH3:9].[B:15]1([B:15]2[O:19][C:18]([CH3:21])([CH3:20])[C:17]([CH3:23])([CH3:22])[O:16]2)[O:19][C:18]([CH3:21])([CH3:20])[C:17]([CH3:23])([CH3:22])[O:16]1.CC([O-])=O.[K+].O. The catalyst is O1CCOCC1.C1C=CC(P(C2C=CC=CC=2)[C-]2C=CC=C2)=CC=1.C1C=CC(P(C2C=CC=CC=2)[C-]2C=CC=C2)=CC=1.Cl[Pd]Cl.[Fe+2]. The product is [CH3:9][O:8][C:7]1[CH:6]=[CH:5][C:4]([NH:10][S:11]([CH3:14])(=[O:13])=[O:12])=[CH:3][C:2]=1[B:15]1[O:19][C:18]([CH3:21])([CH3:20])[C:17]([CH3:23])([CH3:22])[O:16]1. The yield is 0.630. (2) The reactants are C([CH2:8][NH:9][CH2:10][C@H:11]([OH:14])[CH2:12][Cl:13])C1C=CC=CC=1.[CH3:15][C:16]([O:19][C:20](O[C:20]([O:19][C:16]([CH3:18])([CH3:17])[CH3:15])=[O:21])=[O:21])([CH3:18])[CH3:17].[H][H]. The catalyst is C(OCC)(=O)C.[OH-].[OH-].[Pd+2]. The product is [C:16]([O:19][C:20](=[O:21])[N:9]([CH2:10][C@H:11]([OH:14])[CH2:12][Cl:13])[CH3:8])([CH3:18])([CH3:17])[CH3:15]. The yield is 0.870. (3) No catalyst specified. The yield is 0.190. The reactants are Cl[C:2]1[N:7]=[C:6]([NH:8][C@@H:9]2[CH2:14][CH2:13][CH2:12][CH2:11][C@H:10]2[NH:15][S:16]([CH3:19])(=[O:18])=[O:17])[C:5]([Cl:20])=[CH:4][N:3]=1.[CH3:21][O:22][C:23]1[C:24]([NH2:42])=[CH:25][C:26]2[CH2:32][CH2:31][N:30]([CH2:33][CH2:34][N:35]3[CH2:40][CH2:39][O:38][CH2:37][CH2:36]3)[CH2:29][CH2:28][C:27]=2[CH:41]=1. The product is [Cl:20][C:5]1[C:6]([NH:8][C@@H:9]2[CH2:14][CH2:13][CH2:12][CH2:11][C@H:10]2[NH:15][S:16]([CH3:19])(=[O:18])=[O:17])=[N:7][C:2]([NH:42][C:24]2[C:23]([O:22][CH3:21])=[CH:41][C:27]3[CH2:28][CH2:29][N:30]([CH2:33][CH2:34][N:35]4[CH2:40][CH2:39][O:38][CH2:37][CH2:36]4)[CH2:31][CH2:32][C:26]=3[CH:25]=2)=[N:3][CH:4]=1. (4) The reactants are [F:1][C:2]1[C:7]2[N:8]=[N:9][N:10]([CH2:13][C:14]([OH:16])=O)[C:11](=[O:12])[C:6]=2[CH:5]=[CH:4][CH:3]=1.[CH3:17][O:18][C:19]1[CH:24]=[CH:23][C:22]([C@@H:25]([NH2:27])[CH3:26])=[CH:21][CH:20]=1. No catalyst specified. The product is [F:1][C:2]1[C:7]2[N:8]=[N:9][N:10]([CH2:13][C:14]([NH:27][C@H:25]([C:22]3[CH:23]=[CH:24][C:19]([O:18][CH3:17])=[CH:20][CH:21]=3)[CH3:26])=[O:16])[C:11](=[O:12])[C:6]=2[CH:5]=[CH:4][CH:3]=1. The yield is 0.700. (5) The product is [CH3:23][C:24]1[N:25]=[C:26]([N:32]2[CH2:36][CH2:35][N:34]([CH2:37][C:38]3[CH:43]=[CH:42][C:41]([C:44]([F:47])([F:45])[F:46])=[CH:40][CH:39]=3)[C:33]2=[O:48])[S:27][C:28]=1[C:29]([NH:49][CH2:50][C:51]1[CH:56]=[N:55][C:54]([CH3:57])=[CH:53][N:52]=1)=[O:30]. The yield is 0.420. No catalyst specified. The reactants are C(N1CCN(C2SC(C(O)=O)=C(C)N=2)C1=O)C1C=CC=CC=1.[CH3:23][C:24]1[N:25]=[C:26]([N:32]2[CH2:36][CH2:35][N:34]([CH2:37][C:38]3[CH:43]=[CH:42][C:41]([C:44]([F:47])([F:46])[F:45])=[CH:40][CH:39]=3)[C:33]2=[O:48])[S:27][C:28]=1[C:29](O)=[O:30].[NH2:49][CH2:50][C:51]1[CH:56]=[N:55][C:54]([CH3:57])=[CH:53][N:52]=1. (6) The yield is 0.930. The reactants are [Li+].[BH4-].CO.[Br:5][CH2:6][CH2:7][CH2:8][C:9]([CH3:21])([C:15]1[CH:20]=[CH:19][CH:18]=[CH:17][CH:16]=1)[C:10](OCC)=[O:11].Cl. The catalyst is C(Cl)Cl.O. The product is [Br:5][CH2:6][CH2:7][CH2:8][C:9]([CH3:21])([C:15]1[CH:20]=[CH:19][CH:18]=[CH:17][CH:16]=1)[CH2:10][OH:11].